Dataset: Full USPTO retrosynthesis dataset with 1.9M reactions from patents (1976-2016). Task: Predict the reactants needed to synthesize the given product. (1) Given the product [CH2:21]([N:8]1[C:9](=[O:11])[C:10]2[C:2]([CH3:1])=[N:3][S:4][C:5]=2[N:6]=[C:7]1[CH2:12][CH2:13][CH3:14])[C:18]1[CH:19]=[CH:20][CH:15]=[CH:16][CH:17]=1, predict the reactants needed to synthesize it. The reactants are: [CH3:1][C:2]1[C:10]2[C:9](=[O:11])[NH:8][C:7]([CH2:12][CH2:13][CH3:14])=[N:6][C:5]=2[S:4][N:3]=1.[CH:15]1[CH:20]=[CH:19][C:18]([CH2:21]Br)=[CH:17][CH:16]=1.C([O-])([O-])=O.[Cs+].[Cs+]. (2) Given the product [CH2:1]([O:4][C@@H:5]1[C@@H:9]([CH2:10][OH:11])[O:8][C@@H:7]([N:12]2[CH:19]=[C:18]([C:23]#[C:22][CH2:21][NH:24][C:25](=[O:30])[C:26]([F:29])([F:28])[F:27])[C:16]([NH2:17])=[N:15][C:13]2=[O:14])[CH2:6]1)[CH:2]=[CH2:3], predict the reactants needed to synthesize it. The reactants are: [CH2:1]([O:4][C@@H:5]1[C@@H:9]([CH2:10][OH:11])[O:8][C@@H:7]([N:12]2[CH:19]=[C:18](I)[C:16]([NH2:17])=[N:15][C:13]2=[O:14])[CH2:6]1)[CH:2]=[CH2:3].[CH2:21]([NH:24][C:25](=[O:30])[C:26]([F:29])([F:28])[F:27])[C:22]#[CH:23].CCN(CC)CC. (3) Given the product [C:28]([O:27][C:25]([N:3]1[CH2:4][CH2:5][C:6](=[O:8])[CH2:7][C@@H:2]1[CH3:1])=[O:26])([CH3:29])([CH3:30])[CH3:31], predict the reactants needed to synthesize it. The reactants are: [CH3:1][C@H:2]1[CH2:7][C:6](=[O:8])[CH2:5][CH2:4][N:3]1[C@H](C1C=CC=CC=1)C.[CH3:29][C:28]([O:27][C:25](O[C:25]([O:27][C:28]([CH3:31])([CH3:30])[CH3:29])=[O:26])=[O:26])([CH3:31])[CH3:30].